From a dataset of NCI-60 drug combinations with 297,098 pairs across 59 cell lines. Regression. Given two drug SMILES strings and cell line genomic features, predict the synergy score measuring deviation from expected non-interaction effect. Drug 1: CC1CCC2CC(C(=CC=CC=CC(CC(C(=O)C(C(C(=CC(C(=O)CC(OC(=O)C3CCCCN3C(=O)C(=O)C1(O2)O)C(C)CC4CCC(C(C4)OC)O)C)C)O)OC)C)C)C)OC. Drug 2: N.N.Cl[Pt+2]Cl. Cell line: T-47D. Synergy scores: CSS=40.3, Synergy_ZIP=-0.984, Synergy_Bliss=2.98, Synergy_Loewe=-9.23, Synergy_HSA=5.81.